This data is from Full USPTO retrosynthesis dataset with 1.9M reactions from patents (1976-2016). The task is: Predict the reactants needed to synthesize the given product. The reactants are: [NH2:1][C:2]1[N:7]=[C:6]([CH3:8])[C:5]([CH2:9][C:10]2[CH:19]=[CH:18][C:13]([C:14](OC)=[O:15])=[CH:12][C:11]=2[O:20][CH3:21])=[C:4]([NH:22][CH2:23][CH2:24][CH2:25][CH2:26][CH3:27])[N:3]=1.[H-].[Al+3].[Li+].[H-].[H-].[H-].CCOC(C)=O.[OH-].[Na+]. Given the product [NH2:1][C:2]1[N:7]=[C:6]([CH3:8])[C:5]([CH2:9][C:10]2[CH:19]=[CH:18][C:13]([CH2:14][OH:15])=[CH:12][C:11]=2[O:20][CH3:21])=[C:4]([NH:22][CH2:23][CH2:24][CH2:25][CH2:26][CH3:27])[N:3]=1, predict the reactants needed to synthesize it.